This data is from Full USPTO retrosynthesis dataset with 1.9M reactions from patents (1976-2016). The task is: Predict the reactants needed to synthesize the given product. Given the product [O:22]=[C:21]1[C:20]2[C:15](=[CH:16][CH:17]=[CH:18][CH:19]=2)[C:14](=[O:23])[N:13]1[CH:10]1[CH2:11][CH2:12][N:8]([C:25]([O:27][CH2:28][C:29]2[CH:34]=[CH:33][CH:32]=[CH:31][CH:30]=2)=[O:26])[CH2:9]1, predict the reactants needed to synthesize it. The reactants are: C([N:8]1[CH2:12][CH2:11][CH:10]([N:13]2[C:21](=[O:22])[C:20]3[C:15](=[CH:16][CH:17]=[CH:18][CH:19]=3)[C:14]2=[O:23])[CH2:9]1)C1C=CC=CC=1.Cl[C:25]([O:27][CH2:28][C:29]1[CH:34]=[CH:33][CH:32]=[CH:31][CH:30]=1)=[O:26].